Dataset: Reaction yield outcomes from USPTO patents with 853,638 reactions. Task: Predict the reaction yield, written as a fraction of the theoretical maximum amount of product (1.0 means a 100% yield; for example, 0.34 means a 34% yield). The reactants are C([O:3][C:4]([C:6]1[CH:7]=[N:8][N:9]([C:11]2[N:15](COCCOC)[C:14]3[CH:22]=[C:23]([Cl:27])[C:24]([NH2:26])=[CH:25][C:13]=3[N:12]=2)[CH:10]=1)=[O:5])C.C(OC(C1C=NN(C2N(COCCOC)C3C=C(Cl)C([N+]([O-])=O)=CC=3N=2)C=1)=O)C.[Cl-].[NH4+].CC(C)=O. The catalyst is [Zn].O. The product is [NH2:26][C:24]1[C:23]([Cl:27])=[CH:22][C:14]2[NH:15][C:11]([N:9]3[CH:10]=[C:6]([C:4]([OH:5])=[O:3])[CH:7]=[N:8]3)=[N:12][C:13]=2[CH:25]=1. The yield is 0.860.